Dataset: Full USPTO retrosynthesis dataset with 1.9M reactions from patents (1976-2016). Task: Predict the reactants needed to synthesize the given product. Given the product [Cl:1][C:2]1[CH:3]=[C:4]([C:10]2[C:11]([CH3:26])=[N:12][N:13]([CH2:16][C:17]3[CH:18]=[CH:19][C:20]([C:23]([NH:28][CH2:29][CH3:30])=[O:24])=[N:21][CH:22]=3)[C:14]=2[CH3:15])[CH:5]=[CH:6][C:7]=1[C:8]#[N:9], predict the reactants needed to synthesize it. The reactants are: [Cl:1][C:2]1[CH:3]=[C:4]([C:10]2[C:11]([CH3:26])=[N:12][N:13]([CH2:16][C:17]3[CH:18]=[CH:19][C:20]([C:23](O)=[O:24])=[N:21][CH:22]=3)[C:14]=2[CH3:15])[CH:5]=[CH:6][C:7]=1[C:8]#[N:9].C[N+:28]1(C2N=C(OC)N=C(OC)N=2)CCO[CH2:30][CH2:29]1.[Cl-].Cl.C(N)C.C(=O)([O-])O.[Na+].